From a dataset of Reaction yield outcomes from USPTO patents with 853,638 reactions. Predict the reaction yield, written as a fraction of the theoretical maximum amount of product (1.0 means a 100% yield; for example, 0.34 means a 34% yield). (1) The reactants are [C:1]([C:3]1[N:4]=[CH:5][C:6]2[CH:11]=[C:10]([CH2:12][N:13]3[C:17](=[O:18])[C:16]4([CH2:23][CH2:22][N:21](C(O)=O)[CH2:20][CH2:19]4)[N:15]([CH3:27])[C:14]3=[O:28])[N:9]([CH2:29][C:30]([CH3:33])([CH3:32])[CH3:31])[C:7]=2[N:8]=1)#[N:2].C(O)(C(F)(F)F)=O.C([O-])(O)=O.[Na+]. The catalyst is C(Cl)Cl. The product is [CH3:31][C:30]([CH3:33])([CH3:32])[CH2:29][N:9]1[C:7]2[N:8]=[C:3]([C:1]#[N:2])[N:4]=[CH:5][C:6]=2[CH:11]=[C:10]1[CH2:12][N:13]1[C:17](=[O:18])[C:16]2([CH2:19][CH2:20][NH:21][CH2:22][CH2:23]2)[N:15]([CH3:27])[C:14]1=[O:28]. The yield is 1.00. (2) The reactants are C[O:2][C:3](=O)[CH2:4][C:5]([NH:7][C:8]1[CH:13]=[CH:12][C:11]([O:14][CH2:15][C:16]2[CH:21]=[CH:20][C:19]([F:22])=[CH:18][C:17]=2[F:23])=[CH:10][CH:9]=1)=[O:6].[OH-].[NH4+:26]. No catalyst specified. The product is [F:23][C:17]1[CH:18]=[C:19]([F:22])[CH:20]=[CH:21][C:16]=1[CH2:15][O:14][C:11]1[CH:12]=[CH:13][C:8]([NH:7][C:5](=[O:6])[CH2:4][C:3]([NH2:26])=[O:2])=[CH:9][CH:10]=1. The yield is 0.490. (3) The reactants are Cl[C:2]1[N:7]=[C:6]([CH2:8][CH2:9][C:10]2[CH:15]=[CH:14][CH:13]=[CH:12][C:11]=2[C:16]2([C:19]([NH2:21])=[O:20])[CH2:18][CH2:17]2)[C:5]([CH3:22])=[CH:4][N:3]=1.[NH2:23][C:24]1[CH:25]=[N:26][N:27](C(OC(C)(C)C)=O)[CH:28]=1.C([O-])([O-])=O.[Cs+].[Cs+].CC1(C)C2C(=C(P(C3C=CC=CC=3)C3C=CC=CC=3)C=CC=2)OC2C(P(C3C=CC=CC=3)C3C=CC=CC=3)=CC=CC1=2. The catalyst is O1CCOCC1.C(Cl)Cl.CC([O-])=O.CC([O-])=O.[Pd+2]. The product is [NH:26]1[CH:25]=[C:24]([NH:23][C:2]2[N:7]=[C:6]([CH2:8][CH2:9][C:10]3[CH:15]=[CH:14][CH:13]=[CH:12][C:11]=3[C:16]3([C:19]([NH2:21])=[O:20])[CH2:18][CH2:17]3)[C:5]([CH3:22])=[CH:4][N:3]=2)[CH:28]=[N:27]1. The yield is 0.120. (4) The reactants are Cl.CN(C)CCCN=C=NCC.[NH2:13][C:14]1[C:15]([C:20]([NH:22][C@H:23]2[CH2:28][CH2:27][C@H:26]([C@H:29]([NH:33][C:34]([O:36][C:37]([CH3:40])([CH3:39])[CH3:38])=[O:35])[C:30](O)=[O:31])[CH2:25][CH2:24]2)=[O:21])=[N:16][CH:17]=[CH:18][N:19]=1.[S:41]1[CH2:45][CH2:44][NH:43][CH2:42]1.OC1C2N=NNC=2C=CC=1. The catalyst is ClCCl.C(OCC)(=O)C. The product is [C:37]([O:36][C:34](=[O:35])[NH:33][C@@H:29]([C@H:26]1[CH2:27][CH2:28][C@H:23]([NH:22][C:20]([C:15]2[C:14]([NH2:13])=[N:19][CH:18]=[CH:17][N:16]=2)=[O:21])[CH2:24][CH2:25]1)[C:30](=[O:31])[N:43]1[CH2:44][CH2:45][S:41][CH2:42]1)([CH3:38])([CH3:40])[CH3:39]. The yield is 0.820. (5) The reactants are Cl[C:2]1[C:7]([CH2:8][N:9]([C:16]2[CH:17]=[N:18][CH:19]=[CH:20][CH:21]=2)[C:10]2[CH:11]=[N:12][CH:13]=[CH:14][CH:15]=2)=[CH:6][CH:5]=[CH:4][N:3]=1.[S:22]1[C:27]2[CH:28]=[CH:29][CH:30]=[CH:31][C:26]=2[NH:25][CH2:24][CH2:23]1.CC(C)([O-])C.[Na+]. The catalyst is O1CCOCC1.C(Cl)Cl.[Pd].C(P(C(C)(C)C)C(C)(C)C)(C)(C)C.C(P(C(C)(C)C)C(C)(C)C)(C)(C)C. The product is [S:22]1[C:27]2[CH:28]=[CH:29][CH:30]=[CH:31][C:26]=2[N:25]([C:2]2[C:7]([CH2:8][N:9]([C:16]3[CH:17]=[N:18][CH:19]=[CH:20][CH:21]=3)[C:10]3[CH:11]=[N:12][CH:13]=[CH:14][CH:15]=3)=[CH:6][CH:5]=[CH:4][N:3]=2)[CH2:24][CH2:23]1. The yield is 0.750. (6) The reactants are [C:1](Cl)(=O)[C:2]([Cl:4])=[O:3].[C:7]([N:17]1C[CH2:23][CH2:22][CH:18]1C(O)=O)([O:9][CH2:10][C:11]1[CH:16]=[CH:15][CH:14]=[CH:13][CH:12]=1)=[O:8].CN(C)C=O. The catalyst is C(Cl)Cl. The product is [CH2:10]([O:9][C:7]([N:17]1[CH2:18][CH2:22][CH2:23][CH:1]1[C:2]([Cl:4])=[O:3])=[O:8])[C:11]1[CH:16]=[CH:15][CH:14]=[CH:13][CH:12]=1. The yield is 1.00. (7) The reactants are [F:1][C:2]([F:15])([F:14])[S:3]([O:6]S(C(F)(F)F)(=O)=O)(=[O:5])=[O:4].[CH3:16][O:17][C:18]1[C:26]2[O:25][CH2:24][C:23](=O)[C:22]=2[CH:21]=[CH:20][CH:19]=1.C(N(CC)CC)C.C([O-])(O)=O.[Na+]. The catalyst is ClCCl. The product is [F:1][C:2]([F:15])([F:14])[S:3]([O:6][C:23]1[C:22]2[CH:21]=[CH:20][CH:19]=[C:18]([O:17][CH3:16])[C:26]=2[O:25][CH:24]=1)(=[O:5])=[O:4]. The yield is 0.710. (8) The reactants are [S:1]1[CH:5]=[CH:4][CH:3]=[C:2]1[CH:6]=O.[C:8]([CH2:10][C:11]([NH2:13])=[S:12])#[N:9]. The catalyst is CO. The product is [C:8]([C:10](=[CH:6][C:2]1[S:1][CH:5]=[CH:4][CH:3]=1)[C:11](=[S:12])[NH2:13])#[N:9]. The yield is 0.870. (9) The reactants are [N:1]12[CH2:8][CH2:7][CH:4]([CH2:5][CH2:6]1)[CH:3]([O:9][C:10](=[O:19])[NH:11][C:12]1[CH:17]=[CH:16][CH:15]=[C:14](Br)[CH:13]=1)[CH2:2]2.[CH2:20]([C:22]1[CH:23]=[C:24](B(O)O)[CH:25]=[CH:26][CH:27]=1)[CH3:21]. No catalyst specified. The product is [N:1]12[CH2:8][CH2:7][CH:4]([CH2:5][CH2:6]1)[CH:3]([O:9][C:10](=[O:19])[NH:11][C:12]1[CH:13]=[C:14]([C:26]3[CH:25]=[CH:24][CH:23]=[C:22]([CH2:20][CH3:21])[CH:27]=3)[CH:15]=[CH:16][CH:17]=1)[CH2:2]2. The yield is 0.560.